From a dataset of Experimentally validated miRNA-target interactions with 360,000+ pairs, plus equal number of negative samples. Binary Classification. Given a miRNA mature sequence and a target amino acid sequence, predict their likelihood of interaction. (1) The miRNA is mmu-miR-367-3p with sequence AAUUGCACUUUAGCAAUGGUGA. The protein sequence of the target gene is MRSKGRARKLATNNECVYGNYPEIPLEEMPDADGVASTPSLNIQEPCSPATSSEAFTPKEGSPYKAPIYIPDDIPIPAEFELRESNMPGAGLGIWTKRKIEVGEKFGPYVGEQRSNLKDPSYGWEILDEFYNVKFCIDASQPDVGSWLKYIRFAGCYDQHNLVACQINDQIFYRVVADIAPGEELLLFMKSEDYPHETMAPDIHEERQYRCEDCDQLFESKAELADHQKFPCSTPHSAFSMVEEDFQQKLESENDLQEIHTIQECKECDQVFPDLQSLEKHMLSHTEEREYKCDQCPKAF.... Result: 0 (no interaction). (2) The miRNA is hsa-miR-4797-3p with sequence UCUCAGUAAGUGGCACUCUGU. The protein sequence of the target gene is MSSYFVNPLFSKYKAGESLEPAYYDCRFPQSVGRSHALVYGPGGSAPGFQHASHHVQDFFHHGTSGISNSGYQQNPCSLSCHGDASKFYGYEALPRQSLYGAQQEASVVQYPDCKSSANTNSSEGQGHLNQNSSPSLMFPWMRPHAPGRRSGRQTYSRYQTLELEKEFLFNPYLTRKRRIEVSHALGLTERQVKIWFQNRRMKWKKENNKDKLPGARDEEKVEEEGNEEEEKEEEEKEENKD. Result: 1 (interaction). (3) The miRNA is hsa-miR-6124 with sequence GGGAAAAGGAAGGGGGAGGA. The protein sequence of the target gene is MIVADSECRAELKDYLRFAPGGVGDSGPGEEQRESRARRGPRGPSAFIPVEEVLREGAESLEQHLGLEALMSSGRVDNLAVVMGLHPDYFTSFWRLHYLLLHTDGPLASSWRHYIAIMAAARHQCSYLVGSHMAEFLQTGGDPEWLLGLHRAPEKLRKLSEINKLLAHRPWLITKEHIQALLKTGEHTWSLAELIQALVLLTHCHSLSSFVFGCGILPEGDADGSPAPQAPTPPSEQSSPPSRDPLNNSGGFESARDVEALMERMQQLQESLLRDEGTSQEEMESRFELEKSESLLVTPS.... Result: 1 (interaction). (4) The miRNA is hsa-miR-3168 with sequence GAGUUCUACAGUCAGAC. The protein sequence of the target gene is MEGLVVAAGGDVSLHNFSARLWEQLVHFHVMRLTDSLFLWVGATPHLRNLAVAMCSRYDSIPVSTSLLGDTSDTTSTGLAQRLARKTNKQVFVSYNLQNTDSNFALLVENRIKEEMEAFPEKF. Result: 0 (no interaction). (5) The miRNA is hsa-miR-1292-5p with sequence UGGGAACGGGUUCCGGCAGACGCUG. The protein sequence of the target gene is MSVQVVSAAAAAKVPEVELKDLSPSEAEPQLGLSAAAVGAMVPPAGGGDPEAPAPAPAAERPPAPGPGSGPTAALSPAAGKVPQASAMKRSDPHHQHQRHRDGGEALVSPDGTVTEAPRTVKKQIQFADQKQEFNKRPTKIGRRSLSRSISQSSTDSYSSAASYTDSSDDETSPRDKQQKNSKGSSDFCVKNIKQAEFGRREIEIAEQEMPALMALRKRAQGEKPLAGAKIVGCTHITAQTAVLMETLGALGAQCRWAACNIYSTLNEVAAALAESGFPVFAWKGESEDDFWWCIDRCVN.... Result: 0 (no interaction). (6) The miRNA is hsa-miR-3129-5p with sequence GCAGUAGUGUAGAGAUUGGUUU. The protein sequence of the target gene is MAENWKNCFEEELICPICLHVFVEPVQLPCKHNFCRGCIGEAWAKDSGLVRCPECNQAYNQKPGLEKNLKLTNIVEKFNALHVEKPPTALHCVFCRRGPPLPAQKVCLRCEAPCCQSHVQTHLQQPSTARGHLLVEADDVRAWSCPQHNAYRLYHCEAEQVAVCQYCCYYSGAHQGHSVCDVEIRRNEIRKMLMKQQERLEEREQDIEDQLYKLESDKRLVEEKVSQLKEEVRLQYEKLHQLLDEDLRQTVEVLDKAQAKFCSENAAQALHLGERMQEAKKLLGSLQRLFDKTEDVGFMK.... Result: 0 (no interaction).